Dataset: Full USPTO retrosynthesis dataset with 1.9M reactions from patents (1976-2016). Task: Predict the reactants needed to synthesize the given product. (1) Given the product [NH2:27][CH2:26][CH2:25][C:22]1[CH:23]=[CH:24][C:5]([Cl:4])=[C:6]([CH:21]=1)[C:7]([NH:9][CH2:10][C:11]12[CH2:18][CH:17]3[CH2:19][CH:13]([CH2:14][CH:15]([CH2:16]3)[CH2:20]1)[CH2:12]2)=[O:8], predict the reactants needed to synthesize it. The reactants are: [C-]#N.[K+].[Cl:4][C:5]1[CH:24]=[CH:23][C:22]([CH2:25][C:26]#[N:27])=[CH:21][C:6]=1[C:7]([NH:9][CH2:10][C:11]12[CH2:20][CH:15]3[CH2:16][CH:17]([CH2:19][CH:13]([CH2:14]3)[CH2:12]1)[CH2:18]2)=[O:8].C1OCCOCCOCCOCCOCCOC1. (2) Given the product [OH:12][C@:10]([C:13]1[CH:14]=[CH:15][C:16]([I:19])=[CH:17][CH:18]=1)([CH3:11])[CH2:9][NH:8][S:4]([CH:1]([CH3:2])[CH3:20])(=[O:5])=[O:6], predict the reactants needed to synthesize it. The reactants are: [CH2:1]([S:4](Cl)(=[O:6])=[O:5])[CH2:2]C.[NH2:8][CH2:9][C@:10]([C:13]1[CH:18]=[CH:17][C:16]([I:19])=[CH:15][CH:14]=1)([OH:12])[CH3:11].[CH2:20]1CCN2C(=NCCC2)CC1.